This data is from Full USPTO retrosynthesis dataset with 1.9M reactions from patents (1976-2016). The task is: Predict the reactants needed to synthesize the given product. (1) Given the product [Cl:31][C:12]1[CH:11]=[CH:10][C:9]([NH:8][C:2]2[O:1][CH:5]=[CH:4][CH:3]=2)=[CH:14][C:13]=1[S:15]([NH:18][C@@H:19]1[CH2:23][CH2:22][N:21]([C:24]#[N:34])[CH2:20]1)(=[O:17])=[O:16], predict the reactants needed to synthesize it. The reactants are: [O:1]1[CH:5]=[CH:4][CH:3]=[C:2]1C=O.[NH2:8][C:9]1[CH:10]=[CH:11][C:12]([Cl:31])=[C:13]([S:15]([NH:18][C@@H:19]2[CH2:23][CH2:22][N:21]([C:24](OC(C)(C)C)=O)[CH2:20]2)(=[O:17])=[O:16])[CH:14]=1.CC[N:34](C(C)C)C(C)C.BrC#N.C(O)C(N)(CO)CO. (2) The reactants are: [O:1]1[C:5]2[CH:6]=[CH:7][CH:8]=[CH:9][C:4]=2[CH:3]=[CH:2]1.C([Li])CCC.CON(C)[C:18]([CH:20]([NH:29][C:30]([CH:32]([NH:37][C:38](=[O:47])[O:39][CH2:40][C:41]1[CH:46]=[CH:45][CH:44]=[CH:43][CH:42]=1)[CH2:33][CH:34]([CH3:36])[CH3:35])=[O:31])[CH2:21][CH2:22][C:23]1[CH:28]=[CH:27][CH:26]=[CH:25][CH:24]=1)=[O:19]. Given the product [O:1]1[C:5]2[CH:6]=[CH:7][CH:8]=[CH:9][C:4]=2[CH:3]=[C:2]1[C:18]([CH:20]([NH:29][C:30]([CH:32]([NH:37][C:38](=[O:47])[O:39][CH2:40][C:41]1[CH:42]=[CH:43][CH:44]=[CH:45][CH:46]=1)[CH2:33][CH:34]([CH3:36])[CH3:35])=[O:31])[CH2:21][CH2:22][C:23]1[CH:28]=[CH:27][CH:26]=[CH:25][CH:24]=1)=[O:19], predict the reactants needed to synthesize it.